This data is from Catalyst prediction with 721,799 reactions and 888 catalyst types from USPTO. The task is: Predict which catalyst facilitates the given reaction. (1) Product: [OH:3][CH2:4][CH:6]([C:19]#[C:20][C:21]1[CH:22]=[CH:23][CH:24]=[CH:25][CH:26]=1)[CH2:7][NH:8][C:9]1[C:18]2[C:13](=[CH:14][CH:15]=[CH:16][CH:17]=2)[N:12]=[CH:11][N:10]=1. The catalyst class is: 7. Reactant: C([O:3][C:4]([CH:6]([C:19]#[C:20][C:21]1[CH:26]=[CH:25][CH:24]=[CH:23][CH:22]=1)[CH2:7][NH:8][C:9]1[C:18]2[C:13](=[CH:14][CH:15]=[CH:16][CH:17]=2)[N:12]=[CH:11][N:10]=1)=O)C.CN([BH3-])C.[Li+].Cl.C(=O)([O-])O.[Na+]. (2) Reactant: C[O:2][C:3](=[O:26])[CH:4]([N:12]1[CH2:16][C:15]([O:17][C:18]2[CH:23]=[CH:22][CH:21]=[CH:20][C:19]=2[Cl:24])=[CH:14][C:13]1=[O:25])[CH2:5][CH:6]([CH3:11])[C:7]([F:10])([F:9])[F:8].O.[OH-].[Li+].Cl. Product: [Cl:24][C:19]1[CH:20]=[CH:21][CH:22]=[CH:23][C:18]=1[O:17][C:15]1[CH2:16][N:12]([CH:4]([CH2:5][CH:6]([CH3:11])[C:7]([F:10])([F:9])[F:8])[C:3]([OH:26])=[O:2])[C:13](=[O:25])[CH:14]=1. The catalyst class is: 30. (3) Reactant: [N:1]([CH:4]([CH2:12][O:13][CH2:14][O:15][CH3:16])[CH:5]([OH:11])[CH2:6][O:7][CH2:8][O:9][CH3:10])=[N+]=[N-].[H-].[Al+3].[Li+].[H-].[H-].[H-]. The catalyst class is: 7. Product: [NH2:1][CH:4]([CH2:12][O:13][CH2:14][O:15][CH3:16])[C@@H:5]([OH:11])[CH2:6][O:7][CH2:8][O:9][CH3:10]. (4) Reactant: B(Br)(Br)Br.[F:5][C:6]1[CH:11]=[CH:10][C:9]([O:12]C)=[CH:8][C:7]=1[C:14]([NH2:16])=[O:15]. Product: [F:5][C:6]1[CH:11]=[CH:10][C:9]([OH:12])=[CH:8][C:7]=1[C:14]([NH2:16])=[O:15]. The catalyst class is: 2. (5) Reactant: [C:1]([NH:4][C:5]1[S:6][CH:7]=[C:8]([CH2:10][CH2:11][C:12]2[CH:20]=[CH:19][C:15]([C:16](O)=[O:17])=[C:14]([F:21])[CH:13]=2)[N:9]=1)(=[O:3])[CH3:2].C(N1C=CN=C1)(N1C=CN=C1)=O.[BH4-].[Na+].O. Product: [F:21][C:14]1[CH:13]=[C:12]([CH2:11][CH2:10][C:8]2[N:9]=[C:5]([NH:4][C:1](=[O:3])[CH3:2])[S:6][CH:7]=2)[CH:20]=[CH:19][C:15]=1[CH2:16][OH:17]. The catalyst class is: 7. (6) Reactant: [N+:1]([C:4]1[CH:15]=[C:8]2[C:9](OC(=O)[NH:13][C:7]2=[CH:6][CH:5]=1)=[O:10])([O-:3])=[O:2].[BH4-].[Na+]. Product: [OH:10][CH2:9][C:8]1[CH:15]=[C:4]([N+:1]([O-:3])=[O:2])[CH:5]=[CH:6][C:7]=1[NH2:13]. The catalyst class is: 494. (7) Reactant: [Li:1].C1C2C(=CC=CC=2)C=CC=1.Cl[P:13](Cl)[C:14]1[CH:19]=[CH:18][CH:17]=[CH:16][CH:15]=1.[CH3:21][C:22]1[CH:30]=[C:29]([CH3:31])[CH:28]=[C:27]([CH3:32])[C:23]=1[C:24](Cl)=[O:25]. Product: [CH3:21][C:22]1[CH:30]=[C:29]([CH3:31])[CH:28]=[C:27]([CH3:32])[C:23]=1[C:24]([PH:13][C:14]1[CH:19]=[CH:18][CH:17]=[CH:16][CH:15]=1)=[O:25].[Li:1]. The catalyst class is: 7.